From a dataset of Forward reaction prediction with 1.9M reactions from USPTO patents (1976-2016). Predict the product of the given reaction. Given the reactants [C:1]([C:5]1[CH:6]=[C:7]2[C:12](=[C:13]([F:15])[CH:14]=1)[C:11](=[O:16])[N:10]([C:17]1[CH:27]=[CH:26][CH:25]=[C:24]([C:28]3[CH:33]=[C:32]([NH:34][C:35]4[CH:40]=[CH:39][C:38]([CH2:41][N:42]5[CH2:45][CH:44]([O:46][CH3:47])[CH2:43]5)=[CH:37][N:36]=4)[C:31](=[O:48])[N:30]([CH3:49])[N:29]=3)[C:18]=1[CH2:19][O:20]C(=O)C)[N:9]=[CH:8]2)([CH3:4])([CH3:3])[CH3:2].[OH-].[Na+], predict the reaction product. The product is: [C:1]([C:5]1[CH:6]=[C:7]2[C:12](=[C:13]([F:15])[CH:14]=1)[C:11](=[O:16])[N:10]([C:17]1[CH:27]=[CH:26][CH:25]=[C:24]([C:28]3[CH:33]=[C:32]([NH:34][C:35]4[CH:40]=[CH:39][C:38]([CH2:41][N:42]5[CH2:45][CH:44]([O:46][CH3:47])[CH2:43]5)=[CH:37][N:36]=4)[C:31](=[O:48])[N:30]([CH3:49])[N:29]=3)[C:18]=1[CH2:19][OH:20])[N:9]=[CH:8]2)([CH3:4])([CH3:2])[CH3:3].